From a dataset of Reaction yield outcomes from USPTO patents with 853,638 reactions. Predict the reaction yield, written as a fraction of the theoretical maximum amount of product (1.0 means a 100% yield; for example, 0.34 means a 34% yield). (1) The reactants are [C:1]([C:3]1[CH:4]=[C:5]([S:9]([C:12]2[S:16][C:15]([CH2:17][N:18](C)[C:19](=O)OC(C)(C)C)=[CH:14][C:13]=2[C:27]2[C:28]([F:33])=[N:29][CH:30]=[CH:31][CH:32]=2)(=[O:11])=[O:10])[CH:6]=[CH:7][CH:8]=1)#[N:2].C(OCC)(=O)C.[ClH:40]. The catalyst is C(OCC)(=O)C.CC(O)C. The product is [ClH:40].[F:33][C:28]1[C:27]([C:13]2[CH:14]=[C:15]([CH2:17][NH:18][CH3:19])[S:16][C:12]=2[S:9]([C:5]2[CH:4]=[C:3]([CH:8]=[CH:7][CH:6]=2)[C:1]#[N:2])(=[O:11])=[O:10])=[CH:32][CH:31]=[CH:30][N:29]=1. The yield is 0.570. (2) The reactants are [Cl:1][C:2]1[N:3]=[C:4](Cl)[C:5]2[CH:10]=[CH:9][S:8][C:6]=2[N:7]=1.C(O)(C(F)(F)F)=O.[CH3:19][C:20]1[CH:26]=[C:25]([CH3:27])[CH:24]=[C:23]([CH3:28])[C:21]=1[NH2:22]. The catalyst is C(Cl)Cl. The product is [Cl:1][C:2]1[N:3]=[C:4]([NH:22][C:21]2[C:23]([CH3:28])=[CH:24][C:25]([CH3:27])=[CH:26][C:20]=2[CH3:19])[C:5]2[CH:10]=[CH:9][S:8][C:6]=2[N:7]=1. The yield is 0.360.